This data is from Full USPTO retrosynthesis dataset with 1.9M reactions from patents (1976-2016). The task is: Predict the reactants needed to synthesize the given product. (1) Given the product [Br:1][C:2]1[S:6][C:5]([S:7]([N:11]2[CH:15]=[CH:14][CH:13]=[CH:12]2)(=[O:9])=[O:8])=[CH:4][CH:3]=1, predict the reactants needed to synthesize it. The reactants are: [Br:1][C:2]1[S:6][C:5]([S:7](Cl)(=[O:9])=[O:8])=[CH:4][CH:3]=1.[NH:11]1[CH:15]=[CH:14][CH:13]=[CH:12]1. (2) The reactants are: [NH2:1][CH2:2][CH2:3][O:4][C:5]1[CH:10]=[CH:9][C:8]([CH:11]2[CH2:16][CH2:15][N:14]([C:17]([O:19][CH2:20][C:21]3[CH:26]=[CH:25][CH:24]=[CH:23][CH:22]=3)=[O:18])[CH2:13][CH:12]2[O:27][CH2:28][C:29]2[CH:30]=[CH:31][C:32]3[O:37][CH2:36][CH2:35][N:34]([CH2:38][CH2:39][CH2:40][O:41][CH3:42])[C:33]=3[CH:43]=2)=[CH:7][CH:6]=1.[F:44][C:45]1[CH:46]=[C:47]([CH:51]=[CH:52][CH:53]=1)[C:48](O)=[O:49].Cl.CN(C)CCCN=C=NCC. Given the product [F:44][C:45]1[CH:46]=[C:47]([CH:51]=[CH:52][CH:53]=1)[C:48]([NH:1][CH2:2][CH2:3][O:4][C:5]1[CH:6]=[CH:7][C:8]([CH:11]2[CH2:16][CH2:15][N:14]([C:17]([O:19][CH2:20][C:21]3[CH:26]=[CH:25][CH:24]=[CH:23][CH:22]=3)=[O:18])[CH2:13][CH:12]2[O:27][CH2:28][C:29]2[CH:30]=[CH:31][C:32]3[O:37][CH2:36][CH2:35][N:34]([CH2:38][CH2:39][CH2:40][O:41][CH3:42])[C:33]=3[CH:43]=2)=[CH:9][CH:10]=1)=[O:49], predict the reactants needed to synthesize it. (3) Given the product [N+:1]([C:4]1[C:13]2[O:12][CH2:11][CH2:10][O:9][C:8]=2[CH:7]=[CH:6][C:5]=1[NH:36][C:39](=[O:24])[O:45][C:41]([CH3:44])([CH3:43])[CH3:42])([O-:3])=[O:2], predict the reactants needed to synthesize it. The reactants are: [N+:1]([C:4]1[C:13]2[O:12][CH2:11][CH2:10][O:9][C:8]=2[CH:7]=[CH:6][C:5]=1C(O)=O)([O-:3])=[O:2].C1(P(N=[N+]=[N-])(C2C=CC=CC=2)=[O:24])C=CC=CC=1.C([N:36]([CH2:39]C)CC)C.[C:41]([OH:45])([CH3:44])([CH3:43])[CH3:42].